This data is from Forward reaction prediction with 1.9M reactions from USPTO patents (1976-2016). The task is: Predict the product of the given reaction. (1) Given the reactants [OH:1][CH2:2][C@H:3]1[NH:7][C:6](=[O:8])[CH2:5][CH2:4]1.Br[C:10]1[CH:15]=[CH:14][C:13]([C:16]([N:18]2[CH2:23][CH2:22][N:21]([C:24]3[C:29]([CH3:30])=[CH:28][C:27]([CH3:31])=[CH:26][N:25]=3)[CH2:20][CH2:19]2)=[O:17])=[C:12]([F:32])[CH:11]=1, predict the reaction product. The product is: [CH3:30][C:29]1[C:24]([N:21]2[CH2:22][CH2:23][N:18]([C:16]([C:13]3[CH:14]=[CH:15][C:10]([N:7]4[C@H:3]([CH2:2][OH:1])[CH2:4][CH2:5][C:6]4=[O:8])=[CH:11][C:12]=3[F:32])=[O:17])[CH2:19][CH2:20]2)=[N:25][CH:26]=[C:27]([CH3:31])[CH:28]=1. (2) Given the reactants [Cl:1][C:2]1[CH:7]=[CH:6][C:5]([C:8]2[C:14]3[C:15](C)=[C:16](C)[S:17][C:13]=3[N:12]3[C:20]([CH3:23])=[N:21][N:22]=[C:11]3[C@@:10]3([CH2:25][C@H:24]3COC)[N:9]=2)=[CH:4][CH:3]=1.ClC1C=CC(C2C3C(C)=NSC=3[NH:39]C(=O)C3(CC3)N=2)=CC=1, predict the reaction product. The product is: [Cl:1][C:2]1[CH:3]=[CH:4][C:5]([C:8]2[C:14]3[C:15]([CH3:16])=[N:39][S:17][C:13]=3[N:12]3[C:20]([CH3:23])=[N:21][N:22]=[C:11]3[C:10]3([CH2:25][CH2:24]3)[N:9]=2)=[CH:6][CH:7]=1. (3) Given the reactants [NH2:1][C@@H:2]([CH:45]1[CH2:50][CH2:49][CH2:48][CH2:47][CH2:46]1)[C:3]([NH:5][C@@H:6]([C:41]([CH3:44])([CH3:43])[CH3:42])[C:7]([N:9]1[C@H:20]([C:21]([NH:23][C@:24]2([C:29](=[O:40])[NH:30][S:31]([C:34]3([CH2:37][CH2:38][CH3:39])[CH2:36][CH2:35]3)(=[O:33])=[O:32])[CH2:26][C@H:25]2[CH:27]=[CH2:28])=[O:22])[CH2:19][C@:11]2([C:16]([CH3:18])([CH3:17])[C:12]32[CH2:15][CH2:14][CH2:13]3)[CH2:10]1)=[O:8])=[O:4].[CH2:51]([N:53]1[CH2:60][CH2:59][CH2:58][C@H:54]1[C:55](O)=[O:56])[CH3:52].CN(C(ON1N=NC2C=CC=NC1=2)=[N+](C)C)C.F[P-](F)(F)(F)(F)F.CCN(C(C)C)C(C)C, predict the reaction product. The product is: [CH:45]1([C@H:2]([NH:1][C:55]([C@@H:54]2[CH2:58][CH2:59][CH2:60][N:53]2[CH2:51][CH3:52])=[O:56])[C:3]([NH:5][C@@H:6]([C:41]([CH3:42])([CH3:44])[CH3:43])[C:7]([N:9]2[C@H:20]([C:21]([NH:23][C@:24]3([C:29](=[O:40])[NH:30][S:31]([C:34]4([CH2:37][CH2:38][CH3:39])[CH2:36][CH2:35]4)(=[O:32])=[O:33])[CH2:26][C@H:25]3[CH2:27][CH3:28])=[O:22])[CH2:19][C@:11]3([C:16]([CH3:18])([CH3:17])[C:12]43[CH2:13][CH2:14][CH2:15]4)[CH2:10]2)=[O:8])=[O:4])[CH2:50][CH2:49][CH2:48][CH2:47][CH2:46]1. (4) Given the reactants [CH3:1][O:2][C:3]1[CH:4]=[C:5]([NH:13][C:14]2[CH:19]=[N:18][CH:17]=[C:16](Cl)[N:15]=2)[CH:6]=[C:7]([O:11][CH3:12])[C:8]=1[O:9][CH3:10].[C:21]([O:25][C:26]([N:28]1[CH:32]=[CH:31][CH:30]=[C:29]1B(O)O)=[O:27])([CH3:24])([CH3:23])[CH3:22], predict the reaction product. The product is: [CH3:1][O:2][C:3]1[CH:4]=[C:5]([NH:13][C:14]2[CH:19]=[N:18][CH:17]=[C:16]([C:29]3[N:28]([C:26]([O:25][C:21]([CH3:24])([CH3:23])[CH3:22])=[O:27])[CH:32]=[CH:31][CH:30]=3)[N:15]=2)[CH:6]=[C:7]([O:11][CH3:12])[C:8]=1[O:9][CH3:10]. (5) The product is: [F:14][C:11]([F:12])([F:13])[C:10]([CH:16]1[CH2:20][CH2:19][NH:18][CH2:17]1)([OH:15])[CH2:9][OH:8]. Given the reactants C([O:8][CH2:9][C:10]([CH:16]1[CH2:20][CH2:19][N:18](CC2C=CC=CC=2)[CH2:17]1)([OH:15])[C:11]([F:14])([F:13])[F:12])C1C=CC=CC=1.[H][H], predict the reaction product. (6) Given the reactants [Br:1][C:2]1[CH:3]=[C:4]([CH2:12]O)[CH:5]=[CH:6][C:7]=1[O:8][CH2:9][CH2:10][CH3:11].[BrH:14], predict the reaction product. The product is: [Br:1][C:2]1[CH:3]=[C:4]([CH2:12][Br:14])[CH:5]=[CH:6][C:7]=1[O:8][CH2:9][CH2:10][CH3:11]. (7) Given the reactants [F:1][C:2]([F:27])([F:26])[C@H:3]1[CH2:8][CH2:7][C@H:6]([NH:9][C:10](=[O:25])[C:11]2[CH:16]=[C:15]([NH2:17])[C:14]([N+:18]([O-])=O)=[CH:13][C:12]=2[O:21][CH:22]([F:24])[F:23])[CH2:5][CH2:4]1.C1COCC1.[Cl:33][C:34]1[C:47]([N:48]=[C:49]=S)=[C:46]([Cl:51])[CH:45]=[CH:44][C:35]=1[CH2:36][NH:37][C:38](=[O:43])[C:39]([CH3:42])([CH3:41])[CH3:40].CC(C)N=C=NC(C)C, predict the reaction product. The product is: [F:1][C:2]([F:27])([F:26])[C@H:3]1[CH2:8][CH2:7][C@H:6]([NH:9][C:10]([C:11]2[C:12]([O:21][CH:22]([F:24])[F:23])=[CH:13][C:14]3[NH:18][C:49]([NH:48][C:47]4[C:46]([Cl:51])=[CH:45][CH:44]=[C:35]([CH2:36][NH:37][C:38](=[O:43])[C:39]([CH3:40])([CH3:41])[CH3:42])[C:34]=4[Cl:33])=[N:17][C:15]=3[CH:16]=2)=[O:25])[CH2:5][CH2:4]1.